From a dataset of Full USPTO retrosynthesis dataset with 1.9M reactions from patents (1976-2016). Predict the reactants needed to synthesize the given product. (1) Given the product [Cl:1][C:2]1[C:3]([O:13][CH2:15][C:16]2[CH:21]=[CH:20][C:19]([O:22][CH3:23])=[CH:18][CH:17]=2)=[CH:4][C:5]([OH:12])=[C:6]([CH:11]=1)[C:7]([O:9][CH3:10])=[O:8], predict the reactants needed to synthesize it. The reactants are: [Cl:1][C:2]1[C:3]([OH:13])=[CH:4][C:5]([OH:12])=[C:6]([CH:11]=1)[C:7]([O:9][CH3:10])=[O:8].Cl[CH2:15][C:16]1[CH:21]=[CH:20][C:19]([O:22][CH3:23])=[CH:18][CH:17]=1.C([O-])([O-])=O.[K+].[K+]. (2) The reactants are: [CH3:1][O:2][C:3]([NH:5][C@H:6]([C:61]1[CH:66]=[CH:65][CH:64]=[CH:63][CH:62]=1)[C:7]([N:9]1[CH2:13][CH2:12][CH2:11][C@H:10]1[C:14]1[NH:15][C:16]([C:19]2[CH:20]=[C:21]3[C:26](=[CH:27][CH:28]=2)[CH:25]=[C:24]([C:29]2[CH:30]=[C:31]4[C:58](=[CH:59][CH:60]=2)[C:35]2[NH:36][C:37]([C@@H:39]5[CH2:43][CH2:42][CH2:41][N:40]5[C:44](=[O:57])[C@@H:45]([NH:52][C:53](=[O:56])[O:54][CH3:55])[CH:46]5[CH2:51][CH2:50][O:49][CH2:48][CH2:47]5)=[N:38][C:34]=2[CH2:33][CH2:32]4)[CH:23]=[CH:22]3)=[CH:17][N:18]=1)=[O:8])=[O:4]. Given the product [CH3:1][O:2][C:3]([NH:5][C@H:6]([C:61]1[CH:62]=[CH:63][CH:64]=[CH:65][CH:66]=1)[C:7]([N:9]1[CH2:13][CH2:12][CH2:11][C@H:10]1[C:14]1[NH:15][C:16]([C:19]2[CH:20]=[C:21]3[C:26](=[CH:27][CH:28]=2)[CH:25]=[C:24]([C:29]2[CH:30]=[C:31]4[C:58](=[CH:59][CH:60]=2)[C:35]2[NH:36][C:37]([C@@H:39]5[CH2:43][CH2:42][CH2:41][N:40]5[C:44](=[O:57])[C@@H:45]([NH:52][C:53](=[O:56])[O:54][CH3:55])[CH:46]5[CH2:51][CH2:50][O:49][CH2:48][CH2:47]5)=[N:38][C:34]=2[CH:33]=[CH:32]4)[CH:23]=[CH:22]3)=[CH:17][N:18]=1)=[O:8])=[O:4], predict the reactants needed to synthesize it.